From a dataset of Full USPTO retrosynthesis dataset with 1.9M reactions from patents (1976-2016). Predict the reactants needed to synthesize the given product. (1) Given the product [C:41](=[O:42])([O:43][CH3:44])[O:26][C:23]1[C:22]2[C:17](=[CH:18][C:19]([CH3:39])=[C:20]([O:27][C:28]3[CH:33]=[CH:32][C:31]([O:34][C:35]([F:36])([F:37])[F:38])=[CH:30][CH:29]=3)[CH:21]=2)[N:16]=[C:15]([CH2:13][CH3:14])[C:24]=1[CH3:25], predict the reactants needed to synthesize it. The reactants are: CC(N(C)C)=O.CC(C)([O-])C.[Na+].[CH2:13]([C:15]1[NH:16][C:17]2[C:22]([C:23](=[O:26])[C:24]=1[CH3:25])=[CH:21][C:20]([O:27][C:28]1[CH:33]=[CH:32][C:31]([O:34][C:35]([F:38])([F:37])[F:36])=[CH:30][CH:29]=1)=[C:19]([CH3:39])[CH:18]=2)[CH3:14].Cl[C:41]([O:43][CH3:44])=[O:42]. (2) Given the product [F:1][C:2]1[CH:3]=[CH:4][C:5]([N:8]2[C:16]3[C:11](=[CH:12][C:13]([CH:17]([C:26]4[CH:27]=[CH:28][CH:29]=[CH:30][CH:31]=4)[CH:18]([CH2:23][CH2:24][CH3:25])[C:19]([OH:21])=[O:20])=[CH:14][CH:15]=3)[CH:10]=[N:9]2)=[CH:6][CH:7]=1, predict the reactants needed to synthesize it. The reactants are: [F:1][C:2]1[CH:7]=[CH:6][C:5]([N:8]2[C:16]3[C:11](=[CH:12][C:13]([CH:17]([C:26]4[CH:31]=[CH:30][CH:29]=[CH:28][CH:27]=4)[CH:18]([CH2:23][CH2:24][CH3:25])[C:19]([O:21]C)=[O:20])=[CH:14][CH:15]=3)[CH:10]=[N:9]2)=[CH:4][CH:3]=1.Cl. (3) Given the product [OH:4][CH2:5][CH2:6][CH2:7][CH2:8][CH2:9][CH2:10][CH2:11][CH2:12][CH2:13][CH2:14][CH2:15][CH2:16][CH2:17][CH2:18][O:28][CH2:24][CH:25]([OH:27])[CH3:26], predict the reactants needed to synthesize it. The reactants are: [Cl-].[Ca+2].[Cl-].[O:4]1[CH:6]([CH2:7][CH2:8][CH2:9][CH2:10][CH2:11][CH2:12][CH2:13][CH2:14][CH2:15][CH2:16][CH2:17][CH3:18])[CH2:5]1.S(=O)(=O)(O)O.[CH2:24]([OH:28])[CH:25]([OH:27])[CH3:26].C(=O)([O-])O.[Na+]. (4) Given the product [CH3:21][O:20][C:13]1[CH:14]=[CH:15][C:16]([O:18][CH3:19])=[CH:17][C:12]=1[S:9]([NH:8][C@H:6]1[CH2:5][N:4]([C:22]([O:24][C:25]([CH3:28])([CH3:27])[CH3:26])=[O:23])[C@@H:3]([CH2:2][NH:1][C:30]([O:32][C:33]2[CH:38]=[CH:37][CH:36]=[CH:35][CH:34]=2)=[O:31])[CH2:7]1)(=[O:11])=[O:10], predict the reactants needed to synthesize it. The reactants are: [NH2:1][CH2:2][C@H:3]1[CH2:7][C@@H:6]([NH:8][S:9]([C:12]2[CH:17]=[C:16]([O:18][CH3:19])[CH:15]=[CH:14][C:13]=2[O:20][CH3:21])(=[O:11])=[O:10])[CH2:5][N:4]1[C:22]([O:24][C:25]([CH3:28])([CH3:27])[CH3:26])=[O:23].Cl[C:30]([O:32][C:33]1[CH:38]=[CH:37][CH:36]=[CH:35][CH:34]=1)=[O:31]. (5) Given the product [CH:1]([C:4]1[CH:5]=[CH:6][C:7]2[C:12]([NH:13][C:14]3[CH:15]=[C:16]([CH:21]=[CH:22][CH:23]=3)[C:17]([OH:19])=[O:18])=[N:11][CH:10]=[N:9][C:8]=2[N:24]=1)([CH3:3])[CH3:2], predict the reactants needed to synthesize it. The reactants are: [CH:1]([C:4]1[CH:5]=[CH:6][C:7]2[C:12]([NH:13][C:14]3[CH:15]=[C:16]([CH:21]=[CH:22][CH:23]=3)[C:17]([O:19]C)=[O:18])=[N:11][CH:10]=[N:9][C:8]=2[N:24]=1)([CH3:3])[CH3:2].O.[Li+].[OH-].Cl. (6) Given the product [C:1]([Si:5]([CH3:20])([CH3:21])[O:6][CH2:7][CH2:8][O:9][C:10]1[CH:11]=[CH:12][C:13]([CH:46]=[N:43][C:48]([O:50][Si:23]([CH3:30])([CH3:29])[CH3:22])=[CH2:49])=[C:14]([F:18])[C:15]=1[Cl:40])([CH3:2])([CH3:3])[CH3:4], predict the reactants needed to synthesize it. The reactants are: [C:1]([Si:5]([CH3:21])([CH3:20])[O:6][CH2:7][CH2:8][O:9][C:10]1[C:15](C=O)=[C:14]([F:18])[C:13](Cl)=[CH:12][CH:11]=1)([CH3:4])([CH3:3])[CH3:2].[CH3:22][Si:23]([CH3:30])([CH3:29])N[Si:23]([CH3:30])([CH3:29])[CH3:22].C([Li])CCC.C[Si]([Cl:40])(C)C.C([N:43]([CH2:46]C)CC)C.[C:48](Cl)(=[O:50])[CH3:49]. (7) Given the product [CH3:1][N:2]1[C:6]([CH3:7])=[CH:5][C:4]([NH:8][C:9](=[O:30])[C:10]2[CH:15]=[C:14]([OH:16])[CH:13]=[C:12]([O:24][CH:25]([CH2:26][F:27])[CH2:28][F:29])[CH:11]=2)=[N:3]1, predict the reactants needed to synthesize it. The reactants are: [CH3:1][N:2]1[C:6]([CH3:7])=[CH:5][C:4]([NH:8][C:9](=[O:30])[C:10]2[CH:15]=[C:14]([O:16]CC3C=CC=CC=3)[CH:13]=[C:12]([O:24][CH:25]([CH2:28][F:29])[CH2:26][F:27])[CH:11]=2)=[N:3]1.